Predict the reactants needed to synthesize the given product. From a dataset of Full USPTO retrosynthesis dataset with 1.9M reactions from patents (1976-2016). (1) Given the product [NH2:1][C:2]1[CH:7]=[CH:6][CH:5]=[CH:4][C:3]=1[NH:8][C:9](=[O:17])[C:10]1[CH:15]=[CH:14][C:13]([C:42]([CH2:43][N:31]2[CH2:32][CH2:33][N:28]([C:23]3[CH:24]=[CH:25][C:26]([F:27])=[C:21]([Cl:20])[CH:22]=3)[CH2:29][CH2:30]2)=[CH2:41])=[CH:12][CH:11]=1, predict the reactants needed to synthesize it. The reactants are: [NH2:1][C:2]1[CH:7]=[CH:6][CH:5]=[CH:4][C:3]=1[NH:8][C:9](=[O:17])[C:10]1[CH:15]=[CH:14][C:13](I)=[CH:12][CH:11]=1.Cl.Cl.[Cl:20][C:21]1[CH:22]=[C:23]([N:28]2[CH2:33][CH2:32][NH:31][CH2:30][CH2:29]2)[CH:24]=[CH:25][C:26]=1[F:27].C(=O)([O-])[O-].[K+].[K+].O1C=[CH:43][CH:42]=[C:41]1P(C1OC=CC=1)C1OC=CC=1.C=C=C. (2) Given the product [F:38][C:4]1[CH:5]=[C:6]([CH:9]([OH:34])[C:10]2[N:11]([CH3:41])[CH:12]=[N:13][CH:14]=2)[CH:7]=[CH:8][C:3]=1[C:1]#[N:2], predict the reactants needed to synthesize it. The reactants are: [C:1]([C:3]1[CH:8]=[CH:7][C:6]([CH:9]([O:34]C(=O)C)[C:10]2[N:11]=[CH:12][N:13](C(C3C=CC=CC=3)(C3C=CC=CC=3)C3C=CC=CC=3)[CH:14]=2)=[CH:5][C:4]=1[F:38])#[N:2].[OH-].[Na+].[CH2:41]1COCC1. (3) The reactants are: Br[C:2]1[CH:11]=[CH:10][C:5]([C:6]([O:8][CH3:9])=[O:7])=[CH:4][C:3]=1[C:12]([F:15])([F:14])[F:13].[CH3:16][C:17]1[C:18](B(O)O)=[CH:19][S:20][CH:21]=1.C(=O)([O-])[O-].[K+].[K+]. Given the product [CH3:16][C:17]1[C:18]([C:2]2[CH:11]=[CH:10][C:5]([C:6]([O:8][CH3:9])=[O:7])=[CH:4][C:3]=2[C:12]([F:15])([F:14])[F:13])=[CH:19][S:20][CH:21]=1, predict the reactants needed to synthesize it. (4) Given the product [CH:1]([N:4]1[C:8]([C:9]2[N:18]=[C:17]3[C:16]4[CH:19]=[N:20][C:21]([O:23][C:24]([CH3:28])([CH3:29])[C:25]([NH2:31])=[O:27])=[CH:22][C:15]=4[O:14][CH2:13][CH2:12][N:11]3[CH:10]=2)=[N:7][CH:6]=[N:5]1)([CH3:3])[CH3:2], predict the reactants needed to synthesize it. The reactants are: [CH:1]([N:4]1[C:8]([C:9]2[N:18]=[C:17]3[N:11]([CH2:12][CH2:13][O:14][C:15]4[CH:22]=[C:21]([O:23][C:24]([CH3:29])([CH3:28])[C:25]([OH:27])=O)[N:20]=[CH:19][C:16]=43)[CH:10]=2)=[N:7][CH:6]=[N:5]1)([CH3:3])[CH3:2].C[N:31](C(ON1N=NC2C=CC=NC1=2)=[N+](C)C)C.F[P-](F)(F)(F)(F)F.[Cl-].[NH4+].C(N(CC)CC)C. (5) Given the product [C:36]([C:40]1[CH:45]=[CH:44][C:43]([C:2]2[CH:35]=[CH:34][C:5]([CH2:6][C:7]3[N:8]([C:20]4[CH:21]=[C:22]([N:26]5[S:30](=[O:32])(=[O:31])[NH:29][C:28](=[O:33])[CH2:27]5)[CH:23]=[CH:24][CH:25]=4)[CH:9]=[C:10]([C:12]4[CH:17]=[CH:16][C:15]([Cl:18])=[CH:14][C:13]=4[Cl:19])[N:11]=3)=[CH:4][CH:3]=2)=[CH:42][CH:41]=1)([CH3:39])([CH3:38])[CH3:37], predict the reactants needed to synthesize it. The reactants are: Br[C:2]1[CH:35]=[CH:34][C:5]([CH2:6][C:7]2[N:8]([C:20]3[CH:21]=[C:22]([N:26]4[S:30](=[O:32])(=[O:31])[NH:29][C:28](=[O:33])[CH2:27]4)[CH:23]=[CH:24][CH:25]=3)[CH:9]=[C:10]([C:12]3[CH:17]=[CH:16][C:15]([Cl:18])=[CH:14][C:13]=3[Cl:19])[N:11]=2)=[CH:4][CH:3]=1.[C:36]([C:40]1[CH:45]=[CH:44][C:43](B(O)O)=[CH:42][CH:41]=1)([CH3:39])([CH3:38])[CH3:37]. (6) Given the product [CH:1]1([C:4]2[NH:5][C:6]3[C:12]([C:13]([NH:21][CH2:20][CH2:19][N:18]([CH3:22])[CH3:17])=[O:15])=[CH:11][CH:10]=[C:9]([OH:16])[C:7]=3[N:8]=2)[CH2:2][CH2:3]1, predict the reactants needed to synthesize it. The reactants are: [CH:1]1([C:4]2[NH:8][C:7]3[C:9]([OH:16])=[CH:10][CH:11]=[C:12]([C:13]([OH:15])=O)[C:6]=3[N:5]=2)[CH2:3][CH2:2]1.[CH3:17][N:18]([CH3:22])[CH2:19][CH2:20][NH2:21]. (7) Given the product [F:22][C:16]1[CH:17]=[C:18]([OH:21])[CH:19]=[CH:20][C:15]=1[C:8]1[CH:9]=[CH:10][C:5]([S:2]([CH3:1])(=[O:4])=[O:3])=[CH:6][CH:7]=1, predict the reactants needed to synthesize it. The reactants are: [CH3:1][S:2]([C:5]1[CH:10]=[CH:9][C:8](B(O)O)=[CH:7][CH:6]=1)(=[O:4])=[O:3].Br[C:15]1[CH:20]=[CH:19][C:18]([OH:21])=[CH:17][C:16]=1[F:22].C([O-])([O-])=O.[Na+].[Na+]. (8) Given the product [CH2:1]([O:9][C:22]1[CH:30]=[CH:29][C:25]([C:26]([OH:28])=[O:27])=[CH:24][C:23]=1[C:31]([F:32])([F:34])[F:33])[CH2:2][CH2:3][CH2:4][CH2:5][CH2:6][CH2:7][CH3:8], predict the reactants needed to synthesize it. The reactants are: [CH2:1]([OH:9])[CH2:2][CH2:3][CH2:4][CH2:5][CH2:6][CH2:7][CH3:8].C1COCC1.CC(C)([O-])C.[K+].F[C:22]1[CH:30]=[CH:29][C:25]([C:26]([OH:28])=[O:27])=[CH:24][C:23]=1[C:31]([F:34])([F:33])[F:32]. (9) Given the product [C:1]([O:5][C:6]([CH:8]1[CH:14]=[CH:13][C:12]2[CH:15]=[CH:16][C:17]([O:19][CH3:20])=[CH:18][C:11]=2[N:10]([CH2:21][CH3:22])[C:9]1=[O:23])=[O:7])([CH3:4])([CH3:3])[CH3:2], predict the reactants needed to synthesize it. The reactants are: [C:1]([O:5][C:6]([CH:8]1[CH2:14][CH2:13][C:12]2[CH:15]=[CH:16][C:17]([O:19][CH3:20])=[CH:18][C:11]=2[N:10]([CH2:21][CH3:22])[C:9]1=[O:23])=[O:7])([CH3:4])([CH3:3])[CH3:2].C1C(=O)N(Br)C(=O)C1.C/C(/O[Si](C)(C)C)=N\[Si](C)(C)C.C(Cl)(Cl)(Cl)Cl.